Dataset: Kir2.1 potassium channel HTS with 301,493 compounds. Task: Binary Classification. Given a drug SMILES string, predict its activity (active/inactive) in a high-throughput screening assay against a specified biological target. (1) The drug is N1(CCN(CC1)Cc1ccccc1)Cc1ccc(cc1)C. The result is 1 (active). (2) The drug is S(=O)(=O)(N1CCOCC1)c1ccc(N2CCC(CC2)CNC(=O)Nc2cc(ccc2)C)cc1. The result is 0 (inactive).